Dataset: Full USPTO retrosynthesis dataset with 1.9M reactions from patents (1976-2016). Task: Predict the reactants needed to synthesize the given product. (1) Given the product [C:15]1([CH:21]([NH:23][C:6]2[CH:7]=[C:8]([F:11])[CH:9]=[CH:10][C:5]=2[C:3](=[O:4])[C:2]([F:14])([F:13])[F:1])[CH3:22])[CH:20]=[CH:19][CH:18]=[CH:17][CH:16]=1, predict the reactants needed to synthesize it. The reactants are: [F:1][C:2]([F:14])([F:13])[C:3]([C:5]1[CH:10]=[CH:9][C:8]([F:11])=[CH:7][C:6]=1F)=[O:4].[C:15]1([CH:21]([NH2:23])[CH3:22])[CH:20]=[CH:19][CH:18]=[CH:17][CH:16]=1.C(N(CC)C(C)C)(C)C. (2) Given the product [OH:20][CH2:19][C:13]1[C:12]2[N:11]([N:10]=[C:9]([C:21]([F:27])([F:26])[C:22]([F:23])([F:24])[F:25])[CH:8]=2)[C:16]([O:17][CH3:18])=[CH:15][CH:14]=1, predict the reactants needed to synthesize it. The reactants are: [OH-].[K+].C(OC([C:8]1[C:9]([C:21]([F:27])([F:26])[C:22]([F:25])([F:24])[F:23])=[N:10][N:11]2[C:16]([O:17][CH3:18])=[CH:15][CH:14]=[C:13]([CH2:19][OH:20])[C:12]=12)=O)C.